This data is from NCI-60 drug combinations with 297,098 pairs across 59 cell lines. The task is: Regression. Given two drug SMILES strings and cell line genomic features, predict the synergy score measuring deviation from expected non-interaction effect. Drug 1: CCC1(CC2CC(C3=C(CCN(C2)C1)C4=CC=CC=C4N3)(C5=C(C=C6C(=C5)C78CCN9C7C(C=CC9)(C(C(C8N6C)(C(=O)OC)O)OC(=O)C)CC)OC)C(=O)OC)O.OS(=O)(=O)O. Drug 2: CC1C(C(CC(O1)OC2CC(CC3=C2C(=C4C(=C3O)C(=O)C5=CC=CC=C5C4=O)O)(C(=O)C)O)N)O. Cell line: NCI/ADR-RES. Synergy scores: CSS=19.3, Synergy_ZIP=-1.70, Synergy_Bliss=1.93, Synergy_Loewe=0.795, Synergy_HSA=1.27.